From a dataset of Full USPTO retrosynthesis dataset with 1.9M reactions from patents (1976-2016). Predict the reactants needed to synthesize the given product. (1) Given the product [CH:18]1([C:2]2[CH:3]=[CH:4][C:5]([C:15]([OH:17])=[O:16])=[N:6][C:7]=2[O:8][CH:9]([CH3:14])[C:10]([F:13])([F:12])[F:11])[CH2:20][CH2:19]1, predict the reactants needed to synthesize it. The reactants are: Br[C:2]1[CH:3]=[CH:4][C:5]([C:15]([OH:17])=[O:16])=[N:6][C:7]=1[O:8][CH:9]([CH3:14])[C:10]([F:13])([F:12])[F:11].[CH:18]1([B-](F)(F)F)[CH2:20][CH2:19]1.[K+].C(=O)([O-])[O-].[Cs+].[Cs+].O. (2) Given the product [OH:55][CH2:54][C@@H:53]([NH:52][C:12]([C:10]1[CH:9]=[N:8][C:7]([N:15]2[CH2:20][CH2:19][CH2:18][CH2:17][CH2:16]2)=[C:6]([O:5][CH2:4][CH:1]2[CH2:2][CH2:3]2)[N:11]=1)=[O:14])[CH2:56][CH:57]([CH3:59])[CH3:58], predict the reactants needed to synthesize it. The reactants are: [CH:1]1([CH2:4][O:5][C:6]2[N:11]=[C:10]([C:12]([OH:14])=O)[CH:9]=[N:8][C:7]=2[N:15]2[CH2:20][CH2:19][CH2:18][CH2:17][CH2:16]2)[CH2:3][CH2:2]1.CN(C(ON1N=NC2C=CC=CC1=2)=[N+](C)C)C.[B-](F)(F)(F)F.CCN(C(C)C)C(C)C.[NH2:52][C@@H:53]([CH2:56][CH:57]([CH3:59])[CH3:58])[CH2:54][OH:55].